This data is from Reaction yield outcomes from USPTO patents with 853,638 reactions. The task is: Predict the reaction yield, written as a fraction of the theoretical maximum amount of product (1.0 means a 100% yield; for example, 0.34 means a 34% yield). (1) The reactants are [CH3:1][N:2]1[C:10]2[C:5](=[CH:6][CH:7]=[CH:8][CH:9]=2)[C:4]([C:11]([O:13]C)=O)=[CH:3]1.[CH3:15][NH2:16]. No catalyst specified. The product is [CH3:15][NH:16][C:11]([C:4]1[C:5]2[C:10](=[CH:9][CH:8]=[CH:7][CH:6]=2)[N:2]([CH3:1])[CH:3]=1)=[O:13]. The yield is 0.560. (2) The reactants are [CH:1]1([C:7]2[C:15]3[C:10](=[CH:11][C:12]([C:16]([O:18][CH3:19])=[O:17])=[CH:13][CH:14]=3)[NH:9][C:8]=2[C:20]2[CH:25]=[CH:24][CH:23]=[CH:22][C:21]=2[CH2:26][OH:27])[CH2:6][CH2:5][CH2:4][CH2:3][CH2:2]1.N1C(C)=CC=CC=1C.FC(F)(F)S(O[Si:42]([C:45]([CH3:48])([CH3:47])[CH3:46])([CH3:44])[CH3:43])(=O)=O. The catalyst is CCOC(C)=O. The product is [Si:42]([O:27][CH2:26][C:21]1[CH:22]=[CH:23][CH:24]=[CH:25][C:20]=1[C:8]1[NH:9][C:10]2[C:15]([C:7]=1[CH:1]1[CH2:6][CH2:5][CH2:4][CH2:3][CH2:2]1)=[CH:14][CH:13]=[C:12]([C:16]([O:18][CH3:19])=[O:17])[CH:11]=2)([C:45]([CH3:48])([CH3:47])[CH3:46])([CH3:44])[CH3:43]. The yield is 0.900. (3) The product is [F:1][C:2]([F:21])([F:20])[C:3]1[CH:8]=[CH:7][C:6]([C:9]2([CH2:14][C:22]#[N:23])[CH2:13][CH2:12][CH2:11][CH2:10]2)=[CH:5][CH:4]=1. The catalyst is CS(C)=O.O. The yield is 0.600. The reactants are [F:1][C:2]([F:21])([F:20])[C:3]1[CH:8]=[CH:7][C:6]([C:9]2([CH2:14]OS(C)(=O)=O)[CH2:13][CH2:12][CH2:11][CH2:10]2)=[CH:5][CH:4]=1.[C-:22]#[N:23].[Na+]. (4) The reactants are [Cl:1][C:2]1[CH:22]=[C:21]([N+:23]([O-])=O)[CH:20]=[CH:19][C:3]=1[O:4][C@H:5]1[CH2:10][CH2:9][N:8]([C:11]([O:13][C:14]([CH3:17])([CH3:16])[CH3:15])=[O:12])[CH2:7][C@@H:6]1[F:18].[NH4+].[Cl-].O. The catalyst is CCOC(C)=O.[Fe]. The product is [NH2:23][C:21]1[CH:20]=[CH:19][C:3]([O:4][C@H:5]2[CH2:10][CH2:9][N:8]([C:11]([O:13][C:14]([CH3:16])([CH3:17])[CH3:15])=[O:12])[CH2:7][C@@H:6]2[F:18])=[C:2]([Cl:1])[CH:22]=1. The yield is 0.450. (5) The reactants are [N+:1]([C:4]1[CH:5]=[CH:6][C:7]2[NH:8][C:9]3[C:14]([S:15][C:16]=2[CH:17]=1)=[CH:13][C:12]([N+:18]([O-:20])=[O:19])=[CH:11][CH:10]=3)([O-:3])=[O:2].[C:21](OC(=O)C)(=[O:23])[CH3:22]. The catalyst is N1C=CC=CC=1. The product is [N+:18]([C:12]1[CH:11]=[CH:10][C:9]2[N:8]([C:21](=[O:23])[CH3:22])[C:7]3[C:16]([S:15][C:14]=2[CH:13]=1)=[CH:17][C:4]([N+:1]([O-:3])=[O:2])=[CH:5][CH:6]=3)([O-:20])=[O:19]. The yield is 0.770.